Dataset: Peptide-MHC class II binding affinity with 134,281 pairs from IEDB. Task: Regression. Given a peptide amino acid sequence and an MHC pseudo amino acid sequence, predict their binding affinity value. This is MHC class II binding data. (1) The peptide sequence is PEVKYTVFETALKKAITAMS. The MHC is HLA-DQA10501-DQB10201 with pseudo-sequence HLA-DQA10501-DQB10201. The binding affinity (normalized) is 0.305. (2) The peptide sequence is KTLNDETKKQVNLMG. The MHC is DRB1_1302 with pseudo-sequence DRB1_1302. The binding affinity (normalized) is 0. (3) The peptide sequence is PEFSELFAAFPSFAG. The MHC is HLA-DQA10102-DQB10602 with pseudo-sequence HLA-DQA10102-DQB10602. The binding affinity (normalized) is 0.531. (4) The peptide sequence is EKKYQAATQFEPLAA. The MHC is HLA-DPA10201-DPB10101 with pseudo-sequence HLA-DPA10201-DPB10101. The binding affinity (normalized) is 0.753. (5) The peptide sequence is QDVLLFTPASTEPQS. The MHC is DRB1_1501 with pseudo-sequence DRB1_1501. The binding affinity (normalized) is 0.421. (6) The peptide sequence is LEQDKCVTVMAPDKP. The MHC is DRB1_0901 with pseudo-sequence DRB1_0901. The binding affinity (normalized) is 0.0256. (7) The peptide sequence is AVTFVNAPALAAERG. The MHC is HLA-DQA10301-DQB10302 with pseudo-sequence HLA-DQA10301-DQB10302. The binding affinity (normalized) is 0.211.